Dataset: Full USPTO retrosynthesis dataset with 1.9M reactions from patents (1976-2016). Task: Predict the reactants needed to synthesize the given product. The reactants are: [Cl:1][C:2]1[C:7]2[O:8][CH2:9][CH2:10][NH:11][C:6]=2[N:5]=[CH:4][N:3]=1.C(N(C(C)C)CC)(C)C.Br[CH2:22][C:23]1[CH:35]=[CH:34][C:26]([CH2:27][N:28]2[CH:32]=[C:31]([CH3:33])[CH:30]=[N:29]2)=[CH:25][CH:24]=1. Given the product [Cl:1][C:2]1[C:7]2[O:8][CH2:9][CH2:10][N:11]([CH2:22][C:23]3[CH:24]=[CH:25][C:26]([CH2:27][N:28]4[CH:32]=[C:31]([CH3:33])[CH:30]=[N:29]4)=[CH:34][CH:35]=3)[C:6]=2[N:5]=[CH:4][N:3]=1, predict the reactants needed to synthesize it.